This data is from Experimentally validated miRNA-target interactions with 360,000+ pairs, plus equal number of negative samples. The task is: Binary Classification. Given a miRNA mature sequence and a target amino acid sequence, predict their likelihood of interaction. (1) The miRNA is hsa-miR-3941 with sequence UUACACACAACUGAGGAUCAUA. The protein sequence of the target gene is MLVAGLLLWASLLTGAWPSFPTQDHLPATPRVRLSFKELKATGTAHFFNFLLNTTDYRILLKDEDHDRMYVGSKDYVLSLDLHDINREPLIIHWAASPQRIEECVLSGKDVNGECGNFVRLIQPWNRTHLYVCGTGAYNPMCTYVNRGRRAQATPWTQTQAVRGRGSRATDGALRPMPTAPRQDYIFYLEPERLESGKGKCPYDPKLDTASALINEELYAGVYIDFMGTDAAIFRTLGKQTAMRTDQYNSRWLNDPSFIHAELIPDSAERNDDKLYFFFRERSAEAPQSPAVYARIGRIC.... Result: 0 (no interaction). (2) The miRNA is hsa-miR-4425 with sequence UGUUGGGAUUCAGCAGGACCAU. The protein sequence of the target gene is MATGTDQVVGLGLVAVSLIIFTYYTAWVILLPFIDSQHVIHKYFLPRAYAVAIPLAAGLLLLLFVGLFISYVMLKTKRVTKKAQ. Result: 1 (interaction). (3) The miRNA is mmu-miR-760-3p with sequence CGGCUCUGGGUCUGUGGGGA. The protein sequence of the target gene is MSGLRPGTQVDPEIELFVKAGSDGESIGNCPFCQRLFMILWLKGVKFNVTTVDMTRKPEELKDLAPGTNPPFLVYNKELKTDFIKIEEFLEQTLAPPRYPHLSPKYKESFDVGCNLFAKFSAYIKNTQKEANKNFEKSLLKEFKRLDDYLNTPLLDEIDPDSAEEPPVSRRLFLDGDQLTLADCSLLPKLNIIKVAAKKYRDFDIPAEFSGVWRYLHNAYAREEFTHTCPEDKEIENTYANVAKQKS. Result: 0 (no interaction). (4) The miRNA is mmu-miR-323-3p with sequence CACAUUACACGGUCGACCUCU. The protein sequence of the target gene is MLVLFLLGTVFLLCPYWGELHDPIKATEIMCYECKKYHLGLCYGVMTSCSLKHKQSCAVENFYILTRKGQSMYHYSKLSCMTSCEDINFLGFTKRVELICCDHSNYCNLPEGV. Result: 0 (no interaction). (5) The miRNA is hsa-miR-513a-3p with sequence UAAAUUUCACCUUUCUGAGAAGG. The protein sequence of the target gene is MAGRTVRAETRSRAKDDIKKVMATIEKVRRWEKRWVTVGDTSLRIFKWVPVVDPQEEERRRAGGGAERSRGRERRGRGTSPRGGGPLILLDLNDENSNQSFHSEGSLQKGAEPSPGGTPQPSRPGSPTGPPEVITEDTQPPQLGQERDPGGTPAGGTDEPPKLTKEEPVPELLEAEAPEAYPVFEPVPSVPEAAQGDTEDSEGAPPLKRICPNAPDP. Result: 0 (no interaction). (6) The miRNA is mmu-miR-466h-5p with sequence UGUGUGCAUGUGCUUGUGUGUA. The protein sequence of the target gene is MEDFATRTYGTSGLDNRPLFGETSAKDRIINLVVGSLTSLLILVTLISAFVFPQLPPKPLNIFFAVCISLSSITACILIYWYRQGDLEPKFRKLIYYIIFSIIMLCICANLYFHDVGR. Result: 0 (no interaction).